This data is from Merck oncology drug combination screen with 23,052 pairs across 39 cell lines. The task is: Regression. Given two drug SMILES strings and cell line genomic features, predict the synergy score measuring deviation from expected non-interaction effect. (1) Drug 1: O=S1(=O)NC2(CN1CC(F)(F)F)C1CCC2Cc2cc(C=CCN3CCC(C(F)(F)F)CC3)ccc2C1. Drug 2: O=C(O)C1(Cc2cccc(Nc3nccs3)n2)CCC(Oc2cccc(Cl)c2F)CC1. Cell line: T47D. Synergy scores: synergy=-3.24. (2) Drug 1: O=C(O)C1(Cc2cccc(Nc3nccs3)n2)CCC(Oc2cccc(Cl)c2F)CC1. Drug 2: CC(C)CC(NC(=O)C(Cc1ccccc1)NC(=O)c1cnccn1)B(O)O. Cell line: KPL1. Synergy scores: synergy=-8.08. (3) Drug 1: O=c1[nH]cc(F)c(=O)[nH]1. Drug 2: CCN(CC)CCNC(=O)c1c(C)[nH]c(C=C2C(=O)Nc3ccc(F)cc32)c1C. Cell line: OCUBM. Synergy scores: synergy=9.00. (4) Drug 1: O=S1(=O)NC2(CN1CC(F)(F)F)C1CCC2Cc2cc(C=CCN3CCC(C(F)(F)F)CC3)ccc2C1. Drug 2: CC(=O)OC1C(=O)C2(C)C(O)CC3OCC3(OC(C)=O)C2C(OC(=O)c2ccccc2)C2(O)CC(OC(=O)C(O)C(NC(=O)c3ccccc3)c3ccccc3)C(C)=C1C2(C)C. Cell line: OV90. Synergy scores: synergy=29.7. (5) Drug 1: COC1CC2CCC(C)C(O)(O2)C(=O)C(=O)N2CCCCC2C(=O)OC(C(C)CC2CCC(OP(C)(C)=O)C(OC)C2)CC(=O)C(C)C=C(C)C(O)C(OC)C(=O)C(C)CC(C)C=CC=CC=C1C. Drug 2: CCc1cnn2c(NCc3ccc[n+]([O-])c3)cc(N3CCCCC3CCO)nc12. Cell line: A2780. Synergy scores: synergy=31.9.